From a dataset of CYP3A4 inhibition data for predicting drug metabolism from PubChem BioAssay. Regression/Classification. Given a drug SMILES string, predict its absorption, distribution, metabolism, or excretion properties. Task type varies by dataset: regression for continuous measurements (e.g., permeability, clearance, half-life) or binary classification for categorical outcomes (e.g., BBB penetration, CYP inhibition). Dataset: cyp3a4_veith. (1) The compound is O=C(CN(C(=O)CSc1nc2ccccc2o1)c1cccc(F)c1)NC1CCCCC1. The result is 1 (inhibitor). (2) The molecule is Cc1[nH]c2ccccc2c1C(=O)/C=C/c1ccccc1. The result is 1 (inhibitor). (3) The drug is FC(F)(F)c1cc(CN2CCCC3(CCNCC3)C2)cc(C(F)(F)F)c1. The result is 1 (inhibitor). (4) The result is 1 (inhibitor). The compound is COc1cccc(C(=O)/C=C/c2ccc(SC)cc2)c1. (5) The result is 1 (inhibitor). The drug is CCOC(=O)N1CCN(C(=O)c2cc(-c3ccc(F)cc3)[nH]c2C)CC1.